Dataset: Forward reaction prediction with 1.9M reactions from USPTO patents (1976-2016). Task: Predict the product of the given reaction. Given the reactants Br[C:2]1[C:3]2[C:7]([CH:8]=[CH:9][CH:10]=1)=[N:6][N:5]1[C:11]([CH:16]3[CH2:21][CH2:20][N:19]([C:22]([O:24][C:25]([CH3:28])([CH3:27])[CH3:26])=[O:23])[CH2:18][CH2:17]3)=[CH:12][C:13](=[O:15])[NH:14][C:4]=21.[CH3:29][N:30]1[CH:34]=[C:33](B(O)O)[CH:32]=[N:31]1.P([O-])([O-])([O-])=O.[K+].[K+].[K+], predict the reaction product. The product is: [CH3:29][N:30]1[CH:34]=[C:33]([C:2]2[C:3]3[C:7]([CH:8]=[CH:9][CH:10]=2)=[N:6][N:5]2[C:11]([CH:16]4[CH2:21][CH2:20][N:19]([C:22]([O:24][C:25]([CH3:26])([CH3:28])[CH3:27])=[O:23])[CH2:18][CH2:17]4)=[CH:12][C:13](=[O:15])[NH:14][C:4]=32)[CH:32]=[N:31]1.